Dataset: Full USPTO retrosynthesis dataset with 1.9M reactions from patents (1976-2016). Task: Predict the reactants needed to synthesize the given product. (1) The reactants are: [Cl:1][C:2]1[CH:7]=[C:6]([F:8])[CH:5]=[CH:4][C:3]=1[C@H:9]1[C:14]([C:15]([O:17][CH2:18][CH3:19])=[O:16])=[C:13]([CH2:20]Br)[NH:12][C:11]([C:22]2[S:23][CH:24]=[CH:25][N:26]=2)=[N:10]1.[NH:27]1[CH2:32][CH2:31][O:30][CH2:29][CH2:28]1. Given the product [Cl:1][C:2]1[CH:7]=[C:6]([F:8])[CH:5]=[CH:4][C:3]=1[C@H:9]1[C:14]([C:15]([O:17][CH2:18][CH3:19])=[O:16])=[C:13]([CH2:20][N:27]2[CH2:32][CH2:31][O:30][CH2:29][CH2:28]2)[NH:12][C:11]([C:22]2[S:23][CH:24]=[CH:25][N:26]=2)=[N:10]1, predict the reactants needed to synthesize it. (2) Given the product [CH:10]1([NH:13][CH2:5][C:4]2[CH:7]=[CH:8][CH:9]=[C:2]([CH3:1])[CH:3]=2)[CH2:12][CH2:11]1, predict the reactants needed to synthesize it. The reactants are: [CH3:1][C:2]1[CH:3]=[C:4]([CH:7]=[CH:8][CH:9]=1)[CH:5]=O.[CH:10]1([NH2:13])[CH2:12][CH2:11]1. (3) Given the product [Cl:1][C:2]1[CH:20]=[C:19]([Cl:21])[CH:18]=[CH:17][C:3]=1[CH2:4][N:5]1[CH:9]=[C:8]([CH2:10][CH2:11][CH2:12][O:13][C:23]2[CH:27]=[C:26]([CH2:28][CH2:29][C:30]([OH:32])=[O:31])[N:25]([C:35]3[CH:40]=[CH:39][CH:38]=[CH:37][CH:36]=3)[N:24]=2)[C:7]([O:14][CH2:15][CH3:16])=[N:6]1, predict the reactants needed to synthesize it. The reactants are: [Cl:1][C:2]1[CH:20]=[C:19]([Cl:21])[CH:18]=[CH:17][C:3]=1[CH2:4][N:5]1[CH:9]=[C:8]([CH2:10][CH2:11][CH2:12][OH:13])[C:7]([O:14][CH2:15][CH3:16])=[N:6]1.O[C:23]1[CH:27]=[C:26]([CH2:28][CH2:29][C:30]([O:32]CC)=[O:31])[N:25]([C:35]2[CH:40]=[CH:39][CH:38]=[CH:37][CH:36]=2)[N:24]=1.C(P(CCCC)CCCC)CCC.N(C(N1CCCCC1)=O)=NC(N1CCCCC1)=O.O1CCCC1CO.[OH-].[Na+].Cl. (4) The reactants are: C(O[C:6](=O)[N:7](C)[C@@H:8]([C:20](=[O:34])[N:21]([CH3:33])[C@@H:22]([C:29](=[O:32])[NH:30][CH3:31])[CH2:23][C:24]1[S:25][CH:26]=[CH:27][CH:28]=1)[CH2:9][C:10]1[CH:19]=[CH:18][C:17]2[C:12](=[CH:13][CH:14]=[CH:15][CH:16]=2)[CH:11]=1)(C)(C)C.FC(F)(F)C(O)=O.O.C(=O)([O-])O.[Na+]. Given the product [CH3:33][N:21]([C@@H:22]([C:29](=[O:32])[NH:30][CH3:31])[CH2:23][C:24]1[S:25][CH:26]=[CH:27][CH:28]=1)[C:20](=[O:34])[C@H:8]([NH:7][CH3:6])[CH2:9][C:10]1[CH:19]=[CH:18][C:17]2[C:12](=[CH:13][CH:14]=[CH:15][CH:16]=2)[CH:11]=1, predict the reactants needed to synthesize it.